From a dataset of NCI-60 drug combinations with 297,098 pairs across 59 cell lines. Regression. Given two drug SMILES strings and cell line genomic features, predict the synergy score measuring deviation from expected non-interaction effect. Drug 1: CC12CCC3C(C1CCC2=O)CC(=C)C4=CC(=O)C=CC34C. Drug 2: C1C(C(OC1N2C=NC(=NC2=O)N)CO)O. Cell line: HOP-62. Synergy scores: CSS=42.3, Synergy_ZIP=-0.105, Synergy_Bliss=4.18, Synergy_Loewe=-6.84, Synergy_HSA=3.59.